This data is from Forward reaction prediction with 1.9M reactions from USPTO patents (1976-2016). The task is: Predict the product of the given reaction. Given the reactants [C:1]([N:4]1[C:11]2[CH:12]=[CH:13][CH:14]=[CH:15][C:10]=2[CH:9]=[CH:8][C:7]2[CH:16]=[N:17][C:18](Cl)=[CH:19][C:6]=2[CH2:5]1)(=[O:3])[CH3:2].[C:21]1(B(O)O)[CH:26]=[CH:25][CH:24]=[CH:23][CH:22]=1.C(N1C2C=CC=CC=2C=CC2N=C(C3C=NC(OC)=CC=3)C(F)=CC=2C1)(=O)C, predict the reaction product. The product is: [C:1]([N:4]1[C:11]2[CH:12]=[CH:13][CH:14]=[CH:15][C:10]=2[CH:9]=[CH:8][C:7]2[CH:16]=[N:17][C:18]([C:21]3[CH:26]=[CH:25][CH:24]=[CH:23][CH:22]=3)=[CH:19][C:6]=2[CH2:5]1)(=[O:3])[CH3:2].